Dataset: Full USPTO retrosynthesis dataset with 1.9M reactions from patents (1976-2016). Task: Predict the reactants needed to synthesize the given product. Given the product [CH3:29][C:26]1[C:25]2[C:20]([O:19][C:16]3[CH:17]=[CH:18][C:13]([NH:12][C:10](=[O:11])[C@@H:9]([CH3:30])[NH2:5])=[CH:14][CH:15]=3)=[CH:21][CH:22]=[CH:23][C:24]=2[O:28][N:27]=1, predict the reactants needed to synthesize it. The reactants are: CC([N:5]([C@H:9]([CH3:30])[C:10]([NH:12][C:13]1[CH:18]=[CH:17][C:16]([O:19][C:20]2[C:25]3[C:26]([CH3:29])=[N:27][O:28][C:24]=3[CH:23]=[CH:22][CH:21]=2)=[CH:15][CH:14]=1)=[O:11])C(=O)[O-])(C)C.C(O)(C(F)(F)F)=O.